Task: Predict the product of the given reaction.. Dataset: Forward reaction prediction with 1.9M reactions from USPTO patents (1976-2016) (1) Given the reactants [NH2:1][C:2]1[N:7]=[CH:6][C:5](I)=[CH:4][N:3]=1.[Si]([C:13]#[CH:14])(C)(C)C.C(=O)([O-])[O-].[K+].[K+].C, predict the reaction product. The product is: [NH2:1][C:2]1[N:7]=[CH:6][C:5]([C:13]#[CH:14])=[CH:4][N:3]=1. (2) Given the reactants [CH2:1]([O:8][C:9]([NH:11][C:12]1[CH:13]=[C:14]([S:19]([NH2:22])(=[O:21])=[O:20])[CH:15]=[CH:16][C:17]=1[CH3:18])=[O:10])[C:2]1[CH:7]=[CH:6][CH:5]=[CH:4][CH:3]=1.[Cl:23][C:24]1[CH:25]=[C:26]([NH:40][C:41](OC2C=CC=CC=2)=[O:42])[C:27](=[CH:38][CH:39]=1)[C:28]([O:30][CH2:31][C:32]1[CH:37]=[CH:36][CH:35]=[CH:34][CH:33]=1)=[O:29], predict the reaction product. The product is: [CH2:1]([O:8][C:9]([NH:11][C:12]1[CH:13]=[C:14]([S:19]([NH:22][C:41]([NH:40][C:26]2[CH:25]=[C:24]([Cl:23])[CH:39]=[CH:38][C:27]=2[C:28]([O:30][CH2:31][C:32]2[CH:37]=[CH:36][CH:35]=[CH:34][CH:33]=2)=[O:29])=[O:42])(=[O:21])=[O:20])[CH:15]=[CH:16][C:17]=1[CH3:18])=[O:10])[C:2]1[CH:7]=[CH:6][CH:5]=[CH:4][CH:3]=1.